Task: Predict the reactants needed to synthesize the given product.. Dataset: Full USPTO retrosynthesis dataset with 1.9M reactions from patents (1976-2016) (1) Given the product [CH3:28][N:4]1[C:3]([CH2:2][N:29]2[CH2:34][CH2:33][CH2:32][CH:31]([C:35]([OH:38])([CH3:37])[CH3:36])[CH2:30]2)=[N:11][C:10]2[C:5]1=[N:6][C:7]([N:18]1[C:22]3[CH:23]=[CH:24][CH:25]=[CH:26][C:21]=3[N:20]=[C:19]1[CH3:27])=[N:8][C:9]=2[N:12]1[CH2:17][CH2:16][O:15][CH2:14][CH2:13]1, predict the reactants needed to synthesize it. The reactants are: Br[CH2:2][C:3]1[N:4]([CH3:28])[C:5]2[C:10]([N:11]=1)=[C:9]([N:12]1[CH2:17][CH2:16][O:15][CH2:14][CH2:13]1)[N:8]=[C:7]([N:18]1[C:22]3[CH:23]=[CH:24][CH:25]=[CH:26][C:21]=3[N:20]=[C:19]1[CH3:27])[N:6]=2.[NH:29]1[CH2:34][CH2:33][CH2:32][CH:31]([C:35]([OH:38])([CH3:37])[CH3:36])[CH2:30]1. (2) Given the product [CH:1]1([CH2:6][CH:7]([C:11]2[CH:16]=[CH:15][CH:14]=[C:13]([C:17]([F:20])([F:19])[F:18])[CH:12]=2)[C:8]([NH:27][C:28]2[S:29][CH:30]=[CH:31][N:32]=2)=[O:10])[CH2:2][CH2:3][CH2:4][CH2:5]1, predict the reactants needed to synthesize it. The reactants are: [CH:1]1([CH2:6][CH:7]([C:11]2[CH:16]=[CH:15][CH:14]=[C:13]([C:17]([F:20])([F:19])[F:18])[CH:12]=2)[C:8]([OH:10])=O)[CH2:5][CH2:4][CH2:3][CH2:2]1.C(Cl)(=O)C(Cl)=O.[NH2:27][C:28]1[S:29][CH:30]=[CH:31][N:32]=1.C(N(CC)C(C)C)(C)C. (3) Given the product [CH3:13][CH:14]([C:16]([CH2:1][C:2]1[CH:7]=[CH:6][CH:5]=[CH:4][N:3]=1)([OH:20])[CH:17]([CH3:19])[CH3:18])[CH3:15], predict the reactants needed to synthesize it. The reactants are: [CH3:1][C:2]1[CH:7]=[CH:6][CH:5]=[CH:4][N:3]=1.C([Li])CCC.[CH3:13][CH:14]([C:16](=[O:20])[CH:17]([CH3:19])[CH3:18])[CH3:15]. (4) Given the product [CH3:1][O:2][C:3]1[CH:23]=[C:22]([O:24][CH3:25])[CH:21]=[C:20]([O:26][CH3:27])[C:4]=1/[CH:5]=[CH:6]/[S:7]([NH:10][C:11]1[CH:16]=[CH:15][C:14]([O:17][CH3:18])=[C:13]([NH:19][C:29]([NH2:30])=[O:28])[CH:12]=1)(=[O:9])=[O:8], predict the reactants needed to synthesize it. The reactants are: [CH3:1][O:2][C:3]1[CH:23]=[C:22]([O:24][CH3:25])[CH:21]=[C:20]([O:26][CH3:27])[C:4]=1[CH:5]=[CH:6][S:7]([NH:10][C:11]1[CH:16]=[CH:15][C:14]([O:17][CH3:18])=[C:13]([NH2:19])[CH:12]=1)(=[O:9])=[O:8].[O-:28][C:29]#[N:30].[K+].O.